The task is: Predict the product of the given reaction.. This data is from Forward reaction prediction with 1.9M reactions from USPTO patents (1976-2016). Given the reactants [Cl:1][C:2]1[N:7]=[C:6]([N:8]2[C@@H:12]3[CH2:13][CH2:14][CH2:15][CH2:16][C@@H:11]3[N:10]([C:17]([O:19][C:20]([CH3:23])([CH3:22])[CH3:21])=[O:18])[CH2:9]2)[C:5]([F:24])=[CH:4][C:3]=1[C:25]([O:27]C(C)C)=[O:26].CO.[OH-].[Li+].Cl, predict the reaction product. The product is: [C:20]([O:19][C:17]([N:10]1[C@H:11]2[CH2:16][CH2:15][CH2:14][CH2:13][C@H:12]2[N:8]([C:6]2[C:5]([F:24])=[CH:4][C:3]([C:25]([OH:27])=[O:26])=[C:2]([Cl:1])[N:7]=2)[CH2:9]1)=[O:18])([CH3:23])([CH3:21])[CH3:22].